This data is from Catalyst prediction with 721,799 reactions and 888 catalyst types from USPTO. The task is: Predict which catalyst facilitates the given reaction. (1) Reactant: [F:1][C:2]1[CH:3]=[C:4]([CH:13]([C:21]2[O:25][CH:24]=[N:23][CH:22]=2)[NH:14]S(C(C)(C)C)=O)[CH:5]=[CH:6][C:7]=1[O:8][C:9]([F:12])([F:11])[F:10].C(Cl)[Cl:27].Cl. Product: [ClH:27].[F:1][C:2]1[CH:3]=[C:4]([CH:13]([C:21]2[O:25][CH:24]=[N:23][CH:22]=2)[NH2:14])[CH:5]=[CH:6][C:7]=1[O:8][C:9]([F:10])([F:11])[F:12]. The catalyst class is: 28. (2) Reactant: Cl.[Cl:2][C:3]1[N:8]=[C:7]2[NH:9][C:10]([C:12]([OH:14])=O)=[CH:11][C:6]2=[CH:5][C:4]=1[O:15][CH:16]1[CH2:21][CH2:20][N:19]([CH:22]([CH3:24])[CH3:23])[CH2:18][CH2:17]1.F[B-](F)(F)F.N1(OC(N(C)C)=[N+](C)C)C2C=CC=CC=2N=N1.[F:47][C:48]1([F:54])[CH2:53][CH2:52][NH:51][CH2:50][CH2:49]1.C(N(CC)C(C)C)(C)C. Product: [Cl:2][C:3]1[N:8]=[C:7]2[NH:9][C:10]([C:12]([N:51]3[CH2:52][CH2:53][C:48]([F:54])([F:47])[CH2:49][CH2:50]3)=[O:14])=[CH:11][C:6]2=[CH:5][C:4]=1[O:15][CH:16]1[CH2:21][CH2:20][N:19]([CH:22]([CH3:24])[CH3:23])[CH2:18][CH2:17]1. The catalyst class is: 3.